The task is: Regression. Given two drug SMILES strings and cell line genomic features, predict the synergy score measuring deviation from expected non-interaction effect.. This data is from NCI-60 drug combinations with 297,098 pairs across 59 cell lines. (1) Drug 1: C1=NC2=C(N1)C(=S)N=CN2. Drug 2: B(C(CC(C)C)NC(=O)C(CC1=CC=CC=C1)NC(=O)C2=NC=CN=C2)(O)O. Cell line: SK-OV-3. Synergy scores: CSS=33.5, Synergy_ZIP=-10.3, Synergy_Bliss=-4.89, Synergy_Loewe=-11.4, Synergy_HSA=-3.38. (2) Synergy scores: CSS=38.9, Synergy_ZIP=-0.475, Synergy_Bliss=-1.57, Synergy_Loewe=-0.280, Synergy_HSA=0.413. Drug 1: CN(C)N=NC1=C(NC=N1)C(=O)N. Cell line: LOX IMVI. Drug 2: CCN(CC)CCNC(=O)C1=C(NC(=C1C)C=C2C3=C(C=CC(=C3)F)NC2=O)C. (3) Drug 1: CS(=O)(=O)C1=CC(=C(C=C1)C(=O)NC2=CC(=C(C=C2)Cl)C3=CC=CC=N3)Cl. Drug 2: CCC(=C(C1=CC=CC=C1)C2=CC=C(C=C2)OCCN(C)C)C3=CC=CC=C3.C(C(=O)O)C(CC(=O)O)(C(=O)O)O. Cell line: SNB-75. Synergy scores: CSS=2.09, Synergy_ZIP=1.79, Synergy_Bliss=4.39, Synergy_Loewe=1.95, Synergy_HSA=2.16. (4) Drug 1: CN1CCC(CC1)COC2=C(C=C3C(=C2)N=CN=C3NC4=C(C=C(C=C4)Br)F)OC. Drug 2: C(CN)CNCCSP(=O)(O)O. Cell line: IGROV1. Synergy scores: CSS=56.1, Synergy_ZIP=-0.386, Synergy_Bliss=0.186, Synergy_Loewe=-57.9, Synergy_HSA=-0.222. (5) Drug 1: C1CN(P(=O)(OC1)NCCCl)CCCl. Drug 2: CC1CCCC2(C(O2)CC(NC(=O)CC(C(C(=O)C(C1O)C)(C)C)O)C(=CC3=CSC(=N3)C)C)C. Cell line: UACC-257. Synergy scores: CSS=26.0, Synergy_ZIP=0.822, Synergy_Bliss=0.654, Synergy_Loewe=-15.5, Synergy_HSA=1.29.